From a dataset of Reaction yield outcomes from USPTO patents with 853,638 reactions. Predict the reaction yield, written as a fraction of the theoretical maximum amount of product (1.0 means a 100% yield; for example, 0.34 means a 34% yield). (1) The reactants are [CH3:1][N:2]([CH3:28])[C:3](=[O:27])[CH:4]([N:9]1[C:15](=[O:16])[CH2:14][CH2:13][N:12]([C:17]2[CH:22]=[CH:21][CH:20]=[C:19]([C:23]([F:26])([F:25])[F:24])[CH:18]=2)[CH2:11][CH2:10]1)[CH2:5][CH2:6][CH2:7]Br.[CH3:29][C:30]1([OH:36])[CH2:35][CH2:34][NH:33][CH2:32][CH2:31]1.C(=O)([O-])[O-].[K+].[K+]. The catalyst is CC#N.CCOC(C)=O. The product is [CH3:1][N:2]([CH3:28])[C:3](=[O:27])[CH:4]([N:9]1[C:15](=[O:16])[CH2:14][CH2:13][N:12]([C:17]2[CH:22]=[CH:21][CH:20]=[C:19]([C:23]([F:26])([F:25])[F:24])[CH:18]=2)[CH2:11][CH2:10]1)[CH2:5][CH2:6][CH2:7][N:33]1[CH2:34][CH2:35][C:30]([OH:36])([CH3:29])[CH2:31][CH2:32]1. The yield is 0.350. (2) The reactants are [F:1][C:2]([F:38])([F:37])[C:3]1[CH:4]=[C:5]([CH:30]=[C:31]([C:33]([F:36])([F:35])[F:34])[CH:32]=1)[CH2:6][N:7]([CH3:29])[C:8](=[O:28])[C:9]1[C:14]([C:15]2[CH:20]=[CH:19][CH:18]=[CH:17][C:16]=2[CH3:21])=[CH:13][C:12]([N:22]2[CH2:27][CH2:26][NH:25][CH2:24][CH2:23]2)=[N:11][CH:10]=1.Cl[CH2:40][CH2:41][O:42][CH2:43][CH2:44][OH:45].C(=O)([O-])[O-].[K+].[K+].[OH-].[Na+]. The catalyst is C(#N)C. The product is [F:38][C:2]([F:37])([F:1])[C:3]1[CH:4]=[C:5]([CH:30]=[C:31]([C:33]([F:35])([F:36])[F:34])[CH:32]=1)[CH2:6][N:7]([CH3:29])[C:8](=[O:28])[C:9]1[C:14]([C:15]2[CH:20]=[CH:19][CH:18]=[CH:17][C:16]=2[CH3:21])=[CH:13][C:12]([N:22]2[CH2:23][CH2:24][N:25]([CH2:40][CH2:41][O:42][CH2:43][CH2:44][OH:45])[CH2:26][CH2:27]2)=[N:11][CH:10]=1. The yield is 0.644. (3) The reactants are C12(COC3C(C4CC4)=CC(C(O)=O)=CN=3)CC3CC(CC(C3)C1)C2.[C@@H:25]12[CH2:31][C@@H:28]([CH2:29][CH2:30]1)[CH2:27][C@H:26]2[O:32][C:33]1[C:41]([CH:42]2[CH2:44][CH2:43]2)=[CH:40][C:36]([C:37]([OH:39])=O)=[C:35]([F:45])[CH:34]=1.COCCS(N)(=O)=O.[CH:54]1([S:57]([NH2:60])(=[O:59])=[O:58])[CH2:56][CH2:55]1. No catalyst specified. The product is [C@@H:25]12[CH2:31][C@@H:28]([CH2:29][CH2:30]1)[CH2:27][C@H:26]2[O:32][C:33]1[C:41]([CH:42]2[CH2:43][CH2:44]2)=[CH:40][C:36]([C:37]([NH:60][S:57]([CH:54]2[CH2:56][CH2:55]2)(=[O:59])=[O:58])=[O:39])=[C:35]([F:45])[CH:34]=1. The yield is 0.670. (4) The reactants are [S:1]1[CH:5]=[CH:4][CH:3]=[C:2]1[CH2:6][CH2:7][CH2:8]O.C([N:12](CC)CC)C.S(Cl)(C)(=O)=O.[N:22]1([C:28]([O:30][C:31]([CH3:34])([CH3:33])[CH3:32])=[O:29])[CH2:27][CH2:26]C[CH2:24][CH2:23]1.[I-].[Na+]. The catalyst is C(#N)C.[Cl-].[Na+].O.O. The product is [S:1]1[CH:5]=[CH:4][CH:3]=[C:2]1[CH2:6][CH2:7][CH2:8][N:12]1[CH2:26][CH2:27][N:22]([C:28]([O:30][C:31]([CH3:34])([CH3:33])[CH3:32])=[O:29])[CH2:23][CH2:24]1. The yield is 0.847. (5) The reactants are [CH3:1][C:2]1[C:6]([CH2:7][N:8]2[CH:12]=[C:11]([N:13]3[C:17](=[O:18])[CH2:16][NH:15][C:14]3=[O:19])[CH:10]=[N:9]2)=[C:5]([CH3:20])[O:4][N:3]=1.BrCC1C=CC=C(CBr)C=1.C(=O)([O-])[O-].[Cs+].[Cs+].Br[CH2:38][C:39]1[CH:40]=[C:41]([CH:63]=[CH:64][CH:65]=1)[CH2:42][N:43]1[CH2:47]C(=O)N(C2C=NN(CC3C(C)=NOC=3C)C=2)[C:44]1=O.CNC.[H-].[Na+]. The catalyst is CN(C=O)C.C1COCC1.C(O)C. The product is [CH3:44][N:43]([CH2:42][C:41]1[CH:40]=[C:39]([CH:65]=[CH:64][CH:63]=1)[CH2:38][N:15]1[CH2:16][C:17](=[O:18])[N:13]([C:11]2[CH:10]=[N:9][N:8]([CH2:7][C:6]3[C:2]([CH3:1])=[N:3][O:4][C:5]=3[CH3:20])[CH:12]=2)[C:14]1=[O:19])[CH3:47]. The yield is 0.130. (6) The reactants are [N:1]1([C:7]2[C:8]3[S:28][C:27]([CH2:29][N:30]4[CH2:35][CH2:34][N:33]([C:36]([CH3:41])([CH3:40])[C:37]([NH2:39])=[O:38])[CH2:32][CH2:31]4)=[CH:26][C:9]=3[N:10]=[C:11]([Sn](CCCC)(CCCC)CCCC)[N:12]=2)[CH2:6][CH2:5][O:4][CH2:3][CH2:2]1.Br[C:43]1[N:48]2[CH:49]=[CH:50][N:51]=[C:47]2[C:46]([CH3:52])=[CH:45][CH:44]=1. The catalyst is O1CCOCC1.C1C=CC([P]([Pd]([P](C2C=CC=CC=2)(C2C=CC=CC=2)C2C=CC=CC=2)([P](C2C=CC=CC=2)(C2C=CC=CC=2)C2C=CC=CC=2)[P](C2C=CC=CC=2)(C2C=CC=CC=2)C2C=CC=CC=2)(C2C=CC=CC=2)C2C=CC=CC=2)=CC=1.S1C=CC=C1C([O-])=O.[Cu+]. The product is [CH3:41][C:36]([N:33]1[CH2:34][CH2:35][N:30]([CH2:29][C:27]2[S:28][C:8]3[C:7]([N:1]4[CH2:2][CH2:3][O:4][CH2:5][CH2:6]4)=[N:12][C:11]([C:43]4[N:48]5[CH:49]=[CH:50][N:51]=[C:47]5[C:46]([CH3:52])=[CH:45][CH:44]=4)=[N:10][C:9]=3[CH:26]=2)[CH2:31][CH2:32]1)([CH3:40])[C:37]([NH2:39])=[O:38]. The yield is 0.620. (7) The reactants are [F-].C([N+](CCCC)(CCCC)CCCC)CCC.[Si]([O:26][C:27]1[C:36]2[C:31](=[CH:32][CH:33]=[CH:34][CH:35]=2)[C:30]([CH2:37][CH2:38][CH2:39][CH2:40][NH:41][C:42](=[O:51])[O:43][CH2:44][C:45]2[CH:50]=[CH:49][CH:48]=[CH:47][CH:46]=2)=[CH:29][CH:28]=1)(C(C)(C)C)(C)C. The catalyst is C1COCC1. The product is [OH:26][C:27]1[C:36]2[C:31](=[CH:32][CH:33]=[CH:34][CH:35]=2)[C:30]([CH2:37][CH2:38][CH2:39][CH2:40][NH:41][C:42](=[O:51])[O:43][CH2:44][C:45]2[CH:50]=[CH:49][CH:48]=[CH:47][CH:46]=2)=[CH:29][CH:28]=1. The yield is 0.990. (8) The reactants are [Cl:1][C:2]1[C:10]2[NH:9][C:8](=O)[NH:7][C:6]=2[CH:5]=[CH:4][CH:3]=1.P(Cl)(Cl)([Cl:14])=O. No catalyst specified. The product is [Cl:14][C:8]1[NH:7][C:6]2[CH:5]=[CH:4][CH:3]=[C:2]([Cl:1])[C:10]=2[N:9]=1. The yield is 0.920. (9) The reactants are Br[C:2]1[CH:7]=[CH:6][CH:5]=[CH:4][CH:3]=1.[C:8]([N:11]1[C:20]2[C:15](=[CH:16][C:17]([NH:21][CH:22]3[CH2:27][CH2:26][N:25]([C:28]([O:30][C:31]([CH3:34])([CH3:33])[CH3:32])=[O:29])[CH2:24][CH2:23]3)=[CH:18][CH:19]=2)[C@H:14]([NH2:35])[C@@H:13]([CH3:36])[C@@H:12]1[CH3:37])(=[O:10])[CH3:9].CN(C1C(C2C(P(C3CCCCC3)C3CCCCC3)=CC=CC=2)=CC=CC=1)C.CC(C)([O-])C.[Na+]. The catalyst is O1CCOCC1.C1C=CC(/C=C/C(/C=C/C2C=CC=CC=2)=O)=CC=1.C1C=CC(/C=C/C(/C=C/C2C=CC=CC=2)=O)=CC=1.C1C=CC(/C=C/C(/C=C/C2C=CC=CC=2)=O)=CC=1.[Pd].[Pd]. The product is [C:8]([N:11]1[C:20]2[C:15](=[CH:16][C:17]([NH:21][CH:22]3[CH2:23][CH2:24][N:25]([C:28]([O:30][C:31]([CH3:34])([CH3:33])[CH3:32])=[O:29])[CH2:26][CH2:27]3)=[CH:18][CH:19]=2)[C@H:14]([NH:35][C:2]2[CH:7]=[CH:6][CH:5]=[CH:4][CH:3]=2)[C@@H:13]([CH3:36])[C@@H:12]1[CH3:37])(=[O:10])[CH3:9]. The yield is 0.740.